This data is from Catalyst prediction with 721,799 reactions and 888 catalyst types from USPTO. The task is: Predict which catalyst facilitates the given reaction. Reactant: [C:1]([O:5][C:6](=[O:43])[CH2:7][N:8]([C:20]1[CH:21]=[C:22]2[C:26](=[CH:27][CH:28]=1)[N:25]([C:29]1[N:30]=[N:31][C:32]([O:35]CC3C=CC=CC=3)=[CH:33][CH:34]=1)[CH:24]=[CH:23]2)[S:9]([C:12]1[CH:17]=[C:16]([Cl:18])[CH:15]=[C:14]([Cl:19])[CH:13]=1)(=[O:11])=[O:10])([CH3:4])([CH3:3])[CH3:2]. Product: [C:1]([O:5][C:6](=[O:43])[CH2:7][N:8]([S:9]([C:12]1[CH:17]=[C:16]([Cl:18])[CH:15]=[C:14]([Cl:19])[CH:13]=1)(=[O:10])=[O:11])[C:20]1[CH:21]=[C:22]2[C:26](=[CH:27][CH:28]=1)[N:25]([C:29]1[CH:34]=[CH:33][C:32](=[O:35])[NH:31][N:30]=1)[CH:24]=[CH:23]2)([CH3:4])([CH3:2])[CH3:3]. The catalyst class is: 5.